Dataset: Peptide-MHC class II binding affinity with 134,281 pairs from IEDB. Task: Regression. Given a peptide amino acid sequence and an MHC pseudo amino acid sequence, predict their binding affinity value. This is MHC class II binding data. (1) The peptide sequence is IGMTNRATWASHIHL. The MHC is HLA-DQA10201-DQB10402 with pseudo-sequence HLA-DQA10201-DQB10402. The binding affinity (normalized) is 0.680. (2) The binding affinity (normalized) is 0.518. The MHC is HLA-DQA10301-DQB10302 with pseudo-sequence HLA-DQA10301-DQB10302. The peptide sequence is SQDLELIWNLNGLQAY. (3) The peptide sequence is FEERDAVLLGGSSDNEFVKL. The MHC is DRB1_1101 with pseudo-sequence DRB1_1101. The binding affinity (normalized) is 0.147.